This data is from Peptide-MHC class II binding affinity with 134,281 pairs from IEDB. The task is: Regression. Given a peptide amino acid sequence and an MHC pseudo amino acid sequence, predict their binding affinity value. This is MHC class II binding data. (1) The peptide sequence is VSGAAVVSGFVVASL. The binding affinity (normalized) is 0.223. The MHC is DRB1_1101 with pseudo-sequence DRB1_1101. (2) The peptide sequence is LLWDYMCISLSTAIE. The MHC is DRB1_0405 with pseudo-sequence DRB1_0405. The binding affinity (normalized) is 0.706. (3) The peptide sequence is EPCPLPHRLNSRGGC. The MHC is DRB1_0101 with pseudo-sequence DRB1_0101. The binding affinity (normalized) is 0.436. (4) The peptide sequence is TDRESLRNLRGYYN. The MHC is DRB3_0101 with pseudo-sequence DRB3_0101. The binding affinity (normalized) is 0. (5) The peptide sequence is MGDDHFWAVRGGGGE. The MHC is DRB3_0101 with pseudo-sequence DRB3_0101. The binding affinity (normalized) is 0.242. (6) The peptide sequence is FSNVYLFAKDKSGPL. The MHC is HLA-DPA10103-DPB10401 with pseudo-sequence HLA-DPA10103-DPB10401. The binding affinity (normalized) is 0.446.